From a dataset of Reaction yield outcomes from USPTO patents with 853,638 reactions. Predict the reaction yield, written as a fraction of the theoretical maximum amount of product (1.0 means a 100% yield; for example, 0.34 means a 34% yield). (1) The reactants are Br[C:2]1[CH:3]=[N:4][CH:5]=[C:6]([CH:8]2[CH2:12][O:11][C:10]([CH3:14])([CH3:13])[O:9]2)[CH:7]=1.[B:15]1([B:15]2[O:19][C:18]([CH3:21])([CH3:20])[C:17]([CH3:23])([CH3:22])[O:16]2)[O:19][C:18]([CH3:21])([CH3:20])[C:17]([CH3:23])([CH3:22])[O:16]1.CC([O-])=O.[K+]. The catalyst is O1CCOCC1.C1C=CC(P(C2C=CC=CC=2)[C-]2C=CC=C2)=CC=1.C1C=CC(P(C2C=CC=CC=2)[C-]2C=CC=C2)=CC=1.Cl[Pd]Cl.[Fe+2].C(Cl)Cl. The product is [CH3:13][C:10]1([CH3:14])[O:9][CH:8]([C:6]2[CH:5]=[N:4][CH:3]=[C:2]([B:15]3[O:19][C:18]([CH3:21])([CH3:20])[C:17]([CH3:23])([CH3:22])[O:16]3)[CH:7]=2)[CH2:12][O:11]1. The yield is 0.760. (2) The reactants are N[C:2]1[N:7]=[CH:6][N:5]=[C:4]([O:8][C:9]2[CH:14]=[CH:13][C:12]([NH:15][C:16]([NH:18][C:19](=[O:28])[CH2:20][C:21]3[CH:26]=[CH:25][C:24]([F:27])=[CH:23][CH:22]=3)=[S:17])=[CH:11][C:10]=2[F:29])[CH:3]=1.F[C:31]1C=CC(CC(N=C=S)=O)=CC=1. The catalyst is C(Cl)Cl. The product is [NH2:5][C:6]1[CH:31]=[C:4]([O:8][C:9]2[CH:14]=[CH:13][C:12]([NH:15][C:16]([NH:18][C:19](=[O:28])[CH2:20][C:21]3[CH:26]=[CH:25][C:24]([F:27])=[CH:23][CH:22]=3)=[S:17])=[CH:11][C:10]=2[F:29])[CH:3]=[CH:2][N:7]=1. The yield is 0.380. (3) The reactants are [N+:1]([C:4]1[CH:12]=[CH:11][C:7]([C:8](Cl)=[O:9])=[CH:6][CH:5]=1)([O-:3])=[O:2].N1C=CC=CC=1.[NH2:19][C:20]1[CH:25]=[CH:24][C:23]([NH:26][C:27]2[CH:32]=[C:31]([CH3:33])[N:30]=[C:29]([NH2:34])[N:28]=2)=[CH:22][CH:21]=1.N. The catalyst is O1CCOCC1. The product is [NH2:34][C:29]1[N:28]=[C:27]([NH:26][C:23]2[CH:24]=[CH:25][C:20]([NH:19][C:8](=[O:9])[C:7]3[CH:11]=[CH:12][C:4]([N+:1]([O-:3])=[O:2])=[CH:5][CH:6]=3)=[CH:21][CH:22]=2)[CH:32]=[C:31]([CH3:33])[N:30]=1. The yield is 0.410. (4) The reactants are [Cl:1][C:2]1[CH:7]=[C:6]([Cl:8])[CH:5]=[C:4]([Cl:9])[C:3]=1[C:10]1[C:18]2[O:17][CH:16]([CH2:19][NH2:20])[CH2:15][C:14]=2[CH:13]=[CH:12][CH:11]=1.C(N(C(C)C)CC)(C)C.Cl[C:31]([O:33][CH2:34][C:35]1[CH:40]=[CH:39][CH:38]=[CH:37][CH:36]=1)=[O:32].C(OC(=O)NCC1CC2C=CC=C(C3CCCC3)C=2O1)C1C=CC=CC=1. No catalyst specified. The product is [Cl:1][C:2]1[CH:7]=[C:6]([Cl:8])[CH:5]=[C:4]([Cl:9])[C:3]=1[C:10]1[C:18]2[O:17][CH:16]([CH2:19][NH:20][C:31](=[O:32])[O:33][CH2:34][C:35]3[CH:40]=[CH:39][CH:38]=[CH:37][CH:36]=3)[CH2:15][C:14]=2[CH:13]=[CH:12][CH:11]=1. The yield is 0.990. (5) The reactants are C(OC(=O)[N:7]([CH2:33][CH3:34])[C:8]1[S:9][C:10]([C:13]2[N:18]=[C:17]([NH:19][C:20]3[N:25]=[CH:24][C:23]4[N:26]=[C:27]([CH3:32])[N:28]([CH:29]([CH3:31])[CH3:30])[C:22]=4[CH:21]=3)[CH:16]=[CH:15][N:14]=2)=[CH:11][N:12]=1)(C)(C)C.C(O)(C(F)(F)F)=O. The yield is 0.360. The product is [CH2:33]([NH:7][C:8]1[S:9][C:10]([C:13]2[N:18]=[C:17]([NH:19][C:20]3[N:25]=[CH:24][C:23]4[N:26]=[C:27]([CH3:32])[N:28]([CH:29]([CH3:31])[CH3:30])[C:22]=4[CH:21]=3)[CH:16]=[CH:15][N:14]=2)=[CH:11][N:12]=1)[CH3:34]. The catalyst is ClCCl. (6) The reactants are [CH2:1]=[C:2]([C:4]1[CH:12]=[CH:11][C:7]([C:8]([OH:10])=O)=[CH:6][CH:5]=1)[CH3:3].C(Cl)(=O)C(Cl)=O.ClCCl.[Br:22][C:23]1[C:27]2[CH:28]=[N:29][C:30]([NH2:32])=[CH:31][C:26]=2[N:25]([CH3:33])[CH:24]=1. The catalyst is C1(C)C=CC=CC=1. The product is [Br:22][C:23]1[C:27]2[CH:28]=[N:29][C:30]([NH:32][C:8](=[O:10])[C:7]3[CH:6]=[CH:5][C:4]([C:2]([CH3:3])=[CH2:1])=[CH:12][CH:11]=3)=[CH:31][C:26]=2[N:25]([CH3:33])[CH:24]=1. The yield is 0.670. (7) The reactants are [CH3:1][O:2][C:3]([CH2:5]P(OC)(OC)=O)=[O:4].C1CCN2C(=NCCC2)CC1.[Li+].[Cl-].[O:25]([C:32]1[CH:33]=[C:34]([CH:46]=[CH:47][CH:48]=1)[CH2:35][O:36][C:37]12[CH2:43][C:40]([CH:44]=O)([CH2:41][CH2:42]1)[CH2:39][CH2:38]2)[C:26]1[CH:31]=[CH:30][CH:29]=[CH:28][CH:27]=1. The catalyst is CC#N. The product is [O:25]([C:32]1[CH:33]=[C:34]([CH:46]=[CH:47][CH:48]=1)[CH2:35][O:36][C:37]12[CH2:43][C:40](/[CH:44]=[CH:5]/[C:3]([O:2][CH3:1])=[O:4])([CH2:39][CH2:38]1)[CH2:41][CH2:42]2)[C:26]1[CH:27]=[CH:28][CH:29]=[CH:30][CH:31]=1. The yield is 0.950.